Dataset: Catalyst prediction with 721,799 reactions and 888 catalyst types from USPTO. Task: Predict which catalyst facilitates the given reaction. (1) The catalyst class is: 55. Reactant: [CH2:1]([O:3][C:4]([C:6]1[N:7]=[C:8]([S:11][CH2:12][CH2:13][CH2:14][C:15]([O:17]CC2C=CC=CC=2)=[O:16])[S:9][CH:10]=1)=[O:5])[CH3:2].C1(SC)C=CC=CC=1. Product: [CH2:1]([O:3][C:4]([C:6]1[N:7]=[C:8]([S:11][CH2:12][CH2:13][CH2:14][C:15]([OH:17])=[O:16])[S:9][CH:10]=1)=[O:5])[CH3:2]. (2) Reactant: [C:1]([O:4][C@H:5]1[CH2:10][CH2:9][C@H:8]2[C@H:11]3[C@H:21]([CH2:22][CH2:23][C@:6]12[CH3:7])[C@:19]1([CH3:20])[C@H:14]([CH2:15][C@@H:16]([OH:24])[CH2:17][CH2:18]1)[C:13](=[O:25])[CH2:12]3)(=[O:3])[CH3:2].C1(P(C2C=CC=CC=2)C2C=CC=CC=2)C=CC=CC=1.[C:45](O)(=[O:47])[CH3:46].CCOC(/N=N/C(OCC)=O)=O. Product: [C:45]([O:24][C@@H:16]1[CH2:17][CH2:18][C@@:19]2([CH3:20])[C@@H:14]([C:13](=[O:25])[CH2:12][C@@H:11]3[C@@H:21]2[CH2:22][CH2:23][C@@:6]2([CH3:7])[C@H:8]3[CH2:9][CH2:10][C@@H:5]2[O:4][C:1](=[O:3])[CH3:2])[CH2:15]1)(=[O:47])[CH3:46]. The catalyst class is: 1. (3) Reactant: [CH3:1][C:2]1[N:6]=[C:5]([CH3:7])[S:4][C:3]=1/[CH:8]=[CH:9]/[C:10](N(C)C)=O.[N+]([O-])(O)=O.[N+:19]([C:22]1[CH:23]=[C:24]([NH:28][C:29]([NH2:31])=[NH:30])[CH:25]=[CH:26][CH:27]=1)([O-:21])=[O:20].[OH-].[Na+]. Product: [CH3:7][C:5]1[S:4][C:3]([C:8]2[CH:9]=[CH:10][N:31]=[C:29]([NH:28][C:24]3[CH:25]=[CH:26][CH:27]=[C:22]([N+:19]([O-:21])=[O:20])[CH:23]=3)[N:30]=2)=[C:2]([CH3:1])[N:6]=1. The catalyst class is: 141. (4) Reactant: [C:1]1([C:7]#[C:8][C:9]#[N:10])[CH:6]=[CH:5][CH:4]=[CH:3][CH:2]=1.Cl.[NH2:12][OH:13].[OH-].[Na+]. Product: [NH2:10][C:9]1[CH:8]=[C:7]([C:1]2[CH:6]=[CH:5][CH:4]=[CH:3][CH:2]=2)[O:13][N:12]=1. The catalyst class is: 88. (5) Product: [CH3:33][O:32][C:24]1[CH:25]=[C:26]([CH:30]=[CH:31][C:23]=1[NH:22][C:2]1[N:3]=[CH:4][C:5]2[N:11]([CH3:12])[C:10](=[O:13])[CH2:9][CH2:8][N:7]([CH:14]3[CH2:18][CH2:17][CH2:16][C:15]3([CH3:20])[CH3:19])[C:6]=2[N:21]=1)[C:27]([OH:29])=[O:28]. Reactant: Cl[C:2]1[N:3]=[CH:4][C:5]2[N:11]([CH3:12])[C:10](=[O:13])[CH2:9][CH2:8][N:7]([CH:14]3[CH2:18][CH2:17][CH2:16][C:15]3([CH3:20])[CH3:19])[C:6]=2[N:21]=1.[NH2:22][C:23]1[CH:31]=[CH:30][C:26]([C:27]([OH:29])=[O:28])=[CH:25][C:24]=1[O:32][CH3:33].C(O)C. The catalyst class is: 126. (6) Reactant: Cl[C:2]1[N:7]=[CH:6][N:5]=[C:4]([NH:8][CH2:9][C@@H:10]([C:22]([O:24][C:25]([CH3:28])([CH3:27])[CH3:26])=[O:23])[NH:11][C:12]([O:14][CH2:15][C:16]2[CH:21]=[CH:20][CH:19]=[CH:18][CH:17]=2)=[O:13])[C:3]=1[CH3:29].[NH:30]1[CH2:35][CH2:34][CH:33]([C:36]([O:38][CH3:39])=[O:37])[CH2:32][CH2:31]1.C(OCC)(=O)C.C(=O)(O)[O-].[Na+]. Product: [CH3:39][O:38][C:36]([CH:33]1[CH2:34][CH2:35][N:30]([C:2]2[N:7]=[CH:6][N:5]=[C:4]([NH:8][CH2:9][C@@H:10]([C:22]([O:24][C:25]([CH3:28])([CH3:27])[CH3:26])=[O:23])[NH:11][C:12]([O:14][CH2:15][C:16]3[CH:21]=[CH:20][CH:19]=[CH:18][CH:17]=3)=[O:13])[C:3]=2[CH3:29])[CH2:31][CH2:32]1)=[O:37]. The catalyst class is: 6.